This data is from Reaction yield outcomes from USPTO patents with 853,638 reactions. The task is: Predict the reaction yield, written as a fraction of the theoretical maximum amount of product (1.0 means a 100% yield; for example, 0.34 means a 34% yield). (1) The reactants are [C:1]([O:5][C:6]([NH:8][C:9]1[CH:14]=[CH:13][N:12]=[C:11]([C:15]([OH:17])=O)[CH:10]=1)=[O:7])([CH3:4])([CH3:3])[CH3:2].[NH:18]1[CH2:23][CH2:22][O:21][CH2:20][CH2:19]1.C1C=CC2N(O)N=NC=2C=1.CCN=C=NCCCN(C)C.Cl.CCN(C(C)C)C(C)C. The catalyst is C(Cl)(Cl)Cl.O. The product is [C:1]([O:5][C:6](=[O:7])[NH:8][C:9]1[CH:14]=[CH:13][N:12]=[C:11]([C:15]([N:18]2[CH2:23][CH2:22][O:21][CH2:20][CH2:19]2)=[O:17])[CH:10]=1)([CH3:2])([CH3:3])[CH3:4]. The yield is 0.920. (2) The reactants are [CH3:1][O:2][C:3](=[O:18])[CH:4]([C:11]1[CH:16]=[CH:15][C:14](I)=[CH:13][CH:12]=1)[CH2:5][CH:6]1[CH2:10][CH2:9][CH2:8][CH2:7]1.[CH3:19][Si:20]([C:23]#[CH:24])([CH3:22])[CH3:21]. The catalyst is CN(C)C=O.C1C=CC(P(C2C=CC=CC=2)C2C=CC=CC=2)=CC=1.C1C=CC(P(C2C=CC=CC=2)C2C=CC=CC=2)=CC=1.Cl[Pd]Cl.C(N(CC)CC)C.[I-]. The product is [CH3:1][O:2][C:3](=[O:18])[CH:4]([C:11]1[CH:16]=[CH:15][C:14]([C:24]#[C:23][Si:20]([CH3:22])([CH3:21])[CH3:19])=[CH:13][CH:12]=1)[CH2:5][CH:6]1[CH2:10][CH2:9][CH2:8][CH2:7]1. The yield is 0.936. (3) The yield is 0.510. No catalyst specified. The reactants are Cl.[C:2]([C:4]1[CH:12]=[C:11]([NH:13][C:14]2[C:23]3[C:18](=[CH:19][CH:20]=[CH:21][C:22]=3[O:24][CH:25]3[CH2:30][CH2:29][N:28]([CH3:31])[CH2:27][CH2:26]3)[N:17]=[CH:16][N:15]=2)[CH:10]=[CH:9][C:5]=1[C:6](O)=[O:7])#[CH:3].[NH:32]1[CH2:38][CH2:37][CH2:36][CH2:35][CH2:34][CH2:33]1. The product is [C:2]([C:4]1[CH:12]=[C:11]([CH:10]=[CH:9][C:5]=1[C:6]([N:32]1[CH2:38][CH2:37][CH2:36][CH2:35][CH2:34][CH2:33]1)=[O:7])[NH:13][C:14]1[C:23]2[C:18](=[CH:19][CH:20]=[CH:21][C:22]=2[O:24][CH:25]2[CH2:26][CH2:27][N:28]([CH3:31])[CH2:29][CH2:30]2)[N:17]=[CH:16][N:15]=1)#[CH:3]. (4) The reactants are [OH:1][CH2:2][C:3]1[CH:4]=[C:5]([NH:11][CH2:12][CH2:13][O:14][CH2:15][CH2:16][O:17][CH2:18][CH2:19][O:20][CH2:21][CH2:22][O:23][CH2:24][CH2:25][O:26][CH2:27][CH2:28][O:29][CH2:30][CH2:31][O:32][CH2:33][CH2:34][O:35][CH2:36][CH2:37][O:38][CH2:39][CH2:40][O:41][CH2:42][CH2:43][O:44][CH2:45][CH2:46][O:47][CH2:48][CH2:49][C:50]([O:52][CH3:53])=[O:51])[CH:6]=[C:7]([CH2:9][OH:10])[CH:8]=1.IC.[C:56](=O)([O-])[O-].[K+].[K+]. The catalyst is CN(C=O)C.O. The product is [OH:1][CH2:2][C:3]1[CH:4]=[C:5]([N:11]([CH2:12][CH2:13][O:14][CH2:15][CH2:16][O:17][CH2:18][CH2:19][O:20][CH2:21][CH2:22][O:23][CH2:24][CH2:25][O:26][CH2:27][CH2:28][O:29][CH2:30][CH2:31][O:32][CH2:33][CH2:34][O:35][CH2:36][CH2:37][O:38][CH2:39][CH2:40][O:41][CH2:42][CH2:43][O:44][CH2:45][CH2:46][O:47][CH2:48][CH2:49][C:50]([O:52][CH3:53])=[O:51])[CH3:56])[CH:6]=[C:7]([CH2:9][OH:10])[CH:8]=1. The yield is 0.920. (5) The reactants are C(OC(=O)[NH:7][C@@H:8]1[CH2:12][CH2:11][N:10]([C:13]2[CH:18]=[CH:17][N:16]=[C:15]([NH:19][CH2:20][CH:21]([CH3:23])[CH3:22])[N:14]=2)[CH2:9]1)(C)(C)C.Cl. The catalyst is CO. The product is [NH2:7][C@@H:8]1[CH2:12][CH2:11][N:10]([C:13]2[CH:18]=[CH:17][N:16]=[C:15]([NH:19][CH2:20][CH:21]([CH3:23])[CH3:22])[N:14]=2)[CH2:9]1. The yield is 1.00. (6) The reactants are [NH2:1][CH2:2][CH2:3][N:4]1[C:8]2=[N:9][CH:10]=[N:11][C:12]([NH2:13])=[C:7]2[C:6]([C:14]2[CH:19]=[CH:18][C:17]([O:20][C:21]3[CH:26]=[CH:25][CH:24]=[CH:23][CH:22]=3)=[CH:16][CH:15]=2)=[N:5]1.[C:27]([CH2:29][C:30](O)=[O:31])#[N:28].CN(C(ON1N=NC2C=CC=NC1=2)=[N+](C)C)C.F[P-](F)(F)(F)(F)F.O. The catalyst is CN(C=O)C. The product is [NH2:13][C:12]1[N:11]=[CH:10][N:9]=[C:8]2[N:4]([CH2:3][CH2:2][NH:1][C:30](=[O:31])[CH2:29][C:27]#[N:28])[N:5]=[C:6]([C:14]3[CH:19]=[CH:18][C:17]([O:20][C:21]4[CH:26]=[CH:25][CH:24]=[CH:23][CH:22]=4)=[CH:16][CH:15]=3)[C:7]=12. The yield is 0.220. (7) The reactants are [CH2:1]([O:8][C:9](=[O:26])[NH:10][CH2:11][CH2:12][CH2:13][CH2:14][C:15]1[CH:20]=[CH:19][C:18]([O:21][CH2:22][CH:23]2[CH2:25][O:24]2)=[CH:17][CH:16]=1)[C:2]1[CH:7]=[CH:6][CH:5]=[CH:4][CH:3]=1.[NH3:27]. The catalyst is C(O)C. The product is [CH2:1]([O:8][C:9](=[O:26])[NH:10][CH2:11][CH2:12][CH2:13][CH2:14][C:15]1[CH:20]=[CH:19][C:18]([O:21][CH2:22][CH:23]([OH:24])[CH2:25][NH2:27])=[CH:17][CH:16]=1)[C:2]1[CH:7]=[CH:6][CH:5]=[CH:4][CH:3]=1. The yield is 0.870.